Dataset: Retrosynthesis with 50K atom-mapped reactions and 10 reaction types from USPTO. Task: Predict the reactants needed to synthesize the given product. (1) Given the product O=C(COc1cc(C(=O)O)cc2cc(Cl)cc(Cl)c12)Nc1cccc(OCC(=O)N2CCOCC2)c1, predict the reactants needed to synthesize it. The reactants are: COC(=O)c1cc(OCC(=O)Nc2cccc(OCC(=O)N3CCOCC3)c2)c2c(Cl)cc(Cl)cc2c1. (2) Given the product CNC(=Nc1ccccc1N1CCCCC1)C(C)(C)C, predict the reactants needed to synthesize it. The reactants are: CNC(=O)C(C)(C)C.Nc1ccccc1N1CCCCC1. (3) Given the product O=C(Nc1ccccc1)C(F)(F)S(=O)(=O)OC(CC1(c2ccccc2)OCCO1)C(F)(F)F, predict the reactants needed to synthesize it. The reactants are: O=C(Nc1ccccc1)C(F)(F)S(=O)(=O)F.OC(CC1(c2ccccc2)OCCO1)C(F)(F)F.